This data is from NCI-60 drug combinations with 297,098 pairs across 59 cell lines. The task is: Regression. Given two drug SMILES strings and cell line genomic features, predict the synergy score measuring deviation from expected non-interaction effect. Cell line: CAKI-1. Drug 2: CC1=C(N=C(N=C1N)C(CC(=O)N)NCC(C(=O)N)N)C(=O)NC(C(C2=CN=CN2)OC3C(C(C(C(O3)CO)O)O)OC4C(C(C(C(O4)CO)O)OC(=O)N)O)C(=O)NC(C)C(C(C)C(=O)NC(C(C)O)C(=O)NCCC5=NC(=CS5)C6=NC(=CS6)C(=O)NCCC[S+](C)C)O. Drug 1: CN(C)C1=NC(=NC(=N1)N(C)C)N(C)C. Synergy scores: CSS=20.8, Synergy_ZIP=-9.24, Synergy_Bliss=-3.68, Synergy_Loewe=-51.8, Synergy_HSA=-0.768.